Predict which catalyst facilitates the given reaction. From a dataset of Catalyst prediction with 721,799 reactions and 888 catalyst types from USPTO. Reactant: [CH:1]([N:5]1[CH2:9][CH2:8][CH2:7][CH2:6]1)=[CH:2][CH2:3]C.C(#N)C.C(OC=CC(=O)[C:19]([F:22])([F:21])[F:20])C.C([O-])(=O)C.[NH4+]. Product: [CH2:7]([C:8]1[CH:3]=[CH:2][C:1]([C:19]([F:22])([F:21])[F:20])=[N:5][CH:9]=1)[CH3:6]. The catalyst class is: 6.